This data is from Full USPTO retrosynthesis dataset with 1.9M reactions from patents (1976-2016). The task is: Predict the reactants needed to synthesize the given product. (1) Given the product [Cl:25][C:26]1[C:27]([CH3:33])=[C:28]([NH:29][S:15]([NH:13][C:11]2[CH:12]=[C:3]([O:2][CH3:1])[CH:4]=[C:5]3[C:10]=2[N:9]=[CH:8][CH:7]=[CH:6]3)(=[O:18])=[O:16])[CH:30]=[CH:31][CH:32]=1, predict the reactants needed to synthesize it. The reactants are: [CH3:1][O:2][C:3]1[CH:4]=[C:5]2[C:10](=[C:11]([NH2:13])[CH:12]=1)[N:9]=[CH:8][CH:7]=[CH:6]2.Cl[S:15]([OH:18])(=O)=[O:16].P(Cl)(Cl)(Cl)(Cl)Cl.[Cl:25][C:26]1[C:27]([CH3:33])=[C:28]([CH:30]=[CH:31][CH:32]=1)[NH2:29].CCN(C(C)C)C(C)C. (2) Given the product [CH:14]1([CH:13]=[N:12][N:5]2[C:6]3[C:11](=[CH:10][CH:9]=[CH:8][CH:7]=3)[C:2]([OH:1])=[C:3]([C:24]3[NH:29][C:28]4[S:30][CH:31]=[C:32]([CH2:33][O:34][CH2:35][O:36][CH3:37])[C:27]=4[S:26](=[O:38])(=[O:39])[N:25]=3)[C:4]2=[O:23])[CH2:15][CH2:19]1, predict the reactants needed to synthesize it. The reactants are: [OH:1][C:2]1[C:11]2[C:6](=[CH:7][CH:8]=[CH:9][CH:10]=2)[N:5]([N:12]2C(=O)[C:19]3[C:14](=[CH:15]C=CC=3)[C:13]2=O)[C:4](=[O:23])[C:3]=1[C:24]1[NH:29][C:28]2[S:30][CH:31]=[C:32]([CH2:33][O:34][CH2:35][O:36][CH3:37])[C:27]=2[S:26](=[O:39])(=[O:38])[N:25]=1.C1(C=O)CC1.